Dataset: Experimentally validated miRNA-target interactions with 360,000+ pairs, plus equal number of negative samples. Task: Binary Classification. Given a miRNA mature sequence and a target amino acid sequence, predict their likelihood of interaction. (1) The miRNA is hsa-miR-6833-5p with sequence GUGUGGAAGAUGGGAGGAGAAA. The protein sequence of the target gene is MALPTARPLLGSCGTPALGSLLFLLFSLGWVQPSRTLAGETGQEAAPLDGVLANPPNISSLSPRQLLGFPCAEVSGLSTERVRELAVALAQKNVKLSTEQLRCLAHRLSEPPEDLDALPLDLLLFLNPDAFSGPQACTRFFSRITKANVDLLPRGAPERQRLLPAALACWGVRGSLLSEADVRALGGLACDLPGRFVAESAEVLLPRLVSCPGPLDQDQQEAARAALQGGGPPYGPPSTWSVSTMDALRGLLPVLGQPIIRSIPQGIVAAWRQRSSRDPSWRQPERTILRPRFRREVEKT.... Result: 0 (no interaction). (2) The protein sequence of the target gene is MASPGLPGSGEGQEGEETTGVSARHGVEVLQQAQELFLLCDKDAKGFITRQDLQGLQSDLPLTPEQLEAVFESLDQAHTGFLTAREFCLGLGKFVGVESAPGGSPLRTSEETFESGTGGSLEEEEEDVETFYTSLEKLGVARVLGEQWAVRTLWVGLQRERPELLGSLEEVLMRASACLEAAAREREGLEQALRRRESEHEREVRGLYEELEQQLGEQRHRRQSQNLPREEQRGHLELELQTREQELERAGLRQRELEQQLQARAAEQLEAQAQHIQLQRAYEAIRAQLDQAQEQLSRLE.... Result: 1 (interaction). The miRNA is mmu-miR-1912-3p with sequence CACAGAACAUGCAGUGAGAACU. (3) The miRNA is hsa-miR-616-3p with sequence AGUCAUUGGAGGGUUUGAGCAG. The protein sequence of the target gene is MGPNDHGFAYILIFLLLSPPTHANRDANRLFEDLIADYNKLVRPVSENGETLVVTFKLKLSQLLDVHEKNQIMTTNVWLQHSWMDYKLRWDPVEYGGVEVLYVPSDTIWLPDVVLYNNADGNYQVTIMTKAKLTYNGTVEWAPPAIYKSMCQIDVEFFPFDRQQCEMKFGSWTYGGLEVDLQHRDKHLEKEIEEDVEGVDGPTKEIVWVVDRGIDLSDYYPSVEWDILNVPGKRHSKRYPCCESPFIDITYEIHLRRKTLFYTVNLIFPSVGISFLTALVFYLPSDGGEKISLCISILIS.... Result: 0 (no interaction).